The task is: Predict the reactants needed to synthesize the given product.. This data is from Full USPTO retrosynthesis dataset with 1.9M reactions from patents (1976-2016). (1) Given the product [Cl:22][C:20]1[CH:19]=[CH:18][C:14]2[C:15](=[O:16])[NH:1][C:2]3[CH:7]=[C:6]([C:8]([F:11])([F:10])[F:9])[CH:5]=[CH:4][C:3]=3[NH:12][C:13]=2[CH:21]=1, predict the reactants needed to synthesize it. The reactants are: [NH2:1][C:2]1[CH:7]=[C:6]([C:8]([F:11])([F:10])[F:9])[CH:5]=[CH:4][C:3]=1[NH:12][C:13]1[CH:21]=[C:20]([Cl:22])[CH:19]=[CH:18][C:14]=1[C:15](O)=[O:16].CC1C=CC(S(O)(=O)=O)=CC=1.O. (2) The reactants are: [F:1][C:2]1[CH:7]=[C:6]([I:8])[CH:5]=[CH:4][C:3]=1[NH:9][C:10]1[N:11]([CH3:23])[C:12]2[C:13](=[O:22])[CH2:14][CH2:15][CH2:16][C:17]=2[C:18]=1[C:19]([OH:21])=O.CC1(C)[O:29][C@@H:28]([CH2:30][O:31][NH2:32])[CH2:27][O:26]1.C1C=CC2N(O)N=NC=2C=1.C(Cl)CCl.C1(C)C=CC(S(O)(=O)=O)=CC=1. Given the product [OH:29][C@H:28]([CH2:27][OH:26])[CH2:30][O:31][NH:32][C:19]([C:18]1[C:17]2[CH2:16][CH2:15][CH2:14][C:13](=[O:22])[C:12]=2[N:11]([CH3:23])[C:10]=1[NH:9][C:3]1[CH:4]=[CH:5][C:6]([I:8])=[CH:7][C:2]=1[F:1])=[O:21], predict the reactants needed to synthesize it. (3) Given the product [O:1]=[C:2]([CH2:8][CH3:13])[CH2:3][C:4]([O:6][CH3:7])=[O:5], predict the reactants needed to synthesize it. The reactants are: [O:1]=[C:2]([CH2:8]OCC#C)[CH2:3][C:4]([O:6][CH3:7])=[O:5].[C:13]1(C2C=CC(C=O)=CC=2)C=CC=CC=1.CC1(C)CC(=O)CC(=O)C1.C([O-])(=O)C.[NH4+].II. (4) Given the product [F:35][C:32]([F:33])([F:34])[C:30]1[CH:31]=[C:26]([S:23]([N:22]([CH3:21])[C@@H:14]2[CH2:15][CH2:16][CH2:17][C:18]3[C:9]([O:8][CH2:7][C:6]([OH:5])=[O:20])=[CH:10][CH:11]=[CH:12][C:13]2=3)(=[O:25])=[O:24])[CH:27]=[C:28]([C:36]([F:39])([F:37])[F:38])[CH:29]=1, predict the reactants needed to synthesize it. The reactants are: C([O:5][C:6](=[O:20])[CH2:7][O:8][C:9]1[C:18]2[CH2:17][CH2:16][CH2:15][C@H:14](O)[C:13]=2[CH:12]=[CH:11][CH:10]=1)(C)(C)C.[CH3:21][NH:22][S:23]([C:26]1[CH:31]=[C:30]([C:32]([F:35])([F:34])[F:33])[CH:29]=[C:28]([C:36]([F:39])([F:38])[F:37])[CH:27]=1)(=[O:25])=[O:24].C1(P(C2C=CC=CC=2)C2C=CC=CC=2)C=CC=CC=1.N(C(OC(C)C)=O)=NC(OC(C)C)=O.[OH-].[Li+].Cl.